Dataset: Catalyst prediction with 721,799 reactions and 888 catalyst types from USPTO. Task: Predict which catalyst facilitates the given reaction. (1) Reactant: N1C=CC=CC=1.C(O[C:10](=[O:18])/[CH:11]=[C:12](\[NH2:17])/[C:13]([F:16])([F:15])[F:14])C.C([CH:21]([C:25](Cl)=[O:26])[C:22](Cl)=[O:23])C.[CH3:28][C:29](C)([O-:31])C.[K+]. Product: [CH2:29]([O:31][C:25](=[O:26])[C:21]1[C:10]([OH:18])=[CH:11][C:12]([C:13]([F:14])([F:15])[F:16])=[N:17][C:22]=1[OH:23])[CH3:28]. The catalyst class is: 497. (2) Reactant: COC(=O)[C:4]([N:6]([CH2:8][C:9]([C:19]1[CH:24]=[C:23]([Br:25])[CH:22]=[CH:21][C:20]=1[F:26])([NH:11][C:12](OC(C)(C)C)=[O:13])[CH3:10])[CH3:7])=[O:5].Cl. Product: [Br:25][C:23]1[CH:22]=[CH:21][C:20]([F:26])=[C:19]([C:9]2([CH3:10])[CH2:8][N:6]([CH3:7])[C:4](=[O:5])[C:12](=[O:13])[NH:11]2)[CH:24]=1. The catalyst class is: 12. (3) Product: [C:1]([NH:5][C:6]1[C:7]([CH3:26])=[N:8][C:9]2[C:14]([N:15]=1)=[C:13]([C:16]1[N:24]([CH3:27])[C:23]3[CH2:22][CH2:21][NH:20][C:19](=[O:25])[C:18]=3[CH:17]=1)[CH:12]=[CH:11][CH:10]=2)([CH3:4])([CH3:3])[CH3:2]. The catalyst class is: 3. Reactant: [C:1]([NH:5][C:6]1[C:7]([CH3:26])=[N:8][C:9]2[C:14]([N:15]=1)=[C:13]([C:16]1[NH:24][C:23]3[CH2:22][CH2:21][NH:20][C:19](=[O:25])[C:18]=3[CH:17]=1)[CH:12]=[CH:11][CH:10]=2)([CH3:4])([CH3:3])[CH3:2].[C:27]([O-])([O-])=O.[K+].[K+].CI.O. (4) Reactant: [CH2:1]([O:8][C:9]1[CH:36]=[CH:35][C:12]([CH:13]([OH:34])[CH2:14][N:15]([CH2:27][C:28]2[CH:33]=[CH:32][CH:31]=[CH:30][CH:29]=2)[CH:16]([CH3:26])[CH2:17][C:18]2[CH:23]=[CH:22][C:21]([O:24][CH3:25])=[CH:20][CH:19]=2)=[CH:11][C:10]=1[N+:37]([O-])=O)[C:2]1[CH:7]=[CH:6][CH:5]=[CH:4][CH:3]=1.C([O-])=O.[NH4+]. Product: [NH2:37][C:10]1[CH:11]=[C:12]([CH:35]=[CH:36][C:9]=1[O:8][CH2:1][C:2]1[CH:3]=[CH:4][CH:5]=[CH:6][CH:7]=1)[CH:13]([OH:34])[CH2:14][N:15]([CH2:27][C:28]1[CH:33]=[CH:32][CH:31]=[CH:30][CH:29]=1)[CH:16]([CH3:26])[CH2:17][C:18]1[CH:19]=[CH:20][C:21]([O:24][CH3:25])=[CH:22][CH:23]=1. The catalyst class is: 45. (5) Reactant: C(O[C:6]([N:8]1[CH2:13][CH2:12][CH:11]([N:14]2[C:18]([C:19]3[CH:20]=[C:21]4[C:30](=[CH:31][CH:32]=3)[C:29]3[N:25]([CH:26]=[C:27]([C:33]5[N:37]([CH:38]([CH3:40])[CH3:39])[N:36]=[CH:35][N:34]=5)[N:28]=3)[CH2:24][CH2:23][O:22]4)=[CH:17][CH:16]=[N:15]2)[CH2:10][CH2:9]1)=O)(C)(C)C.[H-].[H-].[H-].[H-].[Li+].[Al+3].O. Product: [CH:38]([N:37]1[C:33]([C:27]2[N:28]=[C:29]3[C:30]4[CH:31]=[CH:32][C:19]([C:18]5[N:14]([CH:11]6[CH2:12][CH2:13][N:8]([CH3:6])[CH2:9][CH2:10]6)[N:15]=[CH:16][CH:17]=5)=[CH:20][C:21]=4[O:22][CH2:23][CH2:24][N:25]3[CH:26]=2)=[N:34][CH:35]=[N:36]1)([CH3:40])[CH3:39]. The catalyst class is: 1. (6) The catalyst class is: 9. Reactant: [F:1][C:2]1[CH:7]=[CH:6][C:5]([N:8]2[CH:11]([C:12]3[CH:17]=[CH:16][C:15]([OH:18])=[CH:14][CH:13]=3)[CH:10]([CH2:19][CH2:20][CH:21]([OH:29])[C:22]3[CH:27]=[CH:26][C:25]([F:28])=[CH:24][CH:23]=3)[C:9]2=[O:30])=[CH:4][CH:3]=1.C(=O)([O-])[O-].[K+].[K+].[I:37][CH:38](I)[CH2:39][CH2:40][CH2:41][CH2:42][CH2:43][CH2:44][CH2:45][CH2:46][CH3:47]. Product: [F:1][C:2]1[CH:3]=[CH:4][C:5]([N:8]2[CH:11]([C:12]3[CH:13]=[CH:14][C:15]([O:18][CH2:47][CH2:46][CH2:45][CH2:44][CH2:43][CH2:42][CH2:41][CH2:40][CH2:39][CH2:38][I:37])=[CH:16][CH:17]=3)[CH:10]([CH2:19][CH2:20][CH:21]([C:22]3[CH:27]=[CH:26][C:25]([F:28])=[CH:24][CH:23]=3)[OH:29])[C:9]2=[O:30])=[CH:6][CH:7]=1. (7) Reactant: BrC1C(OC)=[CH:4][C:5]([C:8]#[N:9])=[N:6][CH:7]=1.C(Cl)(=O)C(Cl)=[O:14].N1C=CC=CC=1.Br[C:25]1[C:26]([O:34][CH3:35])=[CH:27][C:28]([C:31](N)=[O:32])=[N:29][CH:30]=1. Product: [CH3:35][O:34][C:26]1[C:25]([N:9]2[CH:8]=[C:5]([CH3:4])[N:6]=[CH:7]2)=[CH:30][N:29]=[C:28]([C:31]([OH:14])=[O:32])[CH:27]=1. The catalyst class is: 9. (8) Reactant: [CH3:1][O:2][C:3](=[O:16])[C:4]1[CH:9]=[C:8]([N+:10]([O-:12])=[O:11])[C:7]([NH:13][CH3:14])=[CH:6][C:5]=1F.[CH3:17][O-:18].[Na+]. Product: [CH3:1][O:2][C:3](=[O:16])[C:4]1[CH:9]=[C:8]([N+:10]([O-:12])=[O:11])[C:7]([NH:13][CH3:14])=[CH:6][C:5]=1[O:18][CH3:17]. The catalyst class is: 3. (9) Reactant: [OH:1][CH2:2][CH:3]([NH:10][C:11]([C:13]1[NH:14][CH:15]=[C:16]([C:18](=O)[C:19]([CH3:24])=[CH:20]N(C)C)[CH:17]=1)=[O:12])[C:4]1[CH:9]=[CH:8][CH:7]=[CH:6][CH:5]=1.[CH:26]1([NH:29][C:30]([NH2:32])=[NH:31])[CH2:28][CH2:27]1.Cl.C(=O)([O-])[O-].[K+].[K+]. Product: [OH:1][CH2:2][C@@H:3]([NH:10][C:11]([C:13]1[NH:14][CH:15]=[C:16]([C:18]2[C:19]([CH3:24])=[CH:20][N:32]=[C:30]([NH:29][CH:26]3[CH2:28][CH2:27]3)[N:31]=2)[CH:17]=1)=[O:12])[C:4]1[CH:5]=[CH:6][CH:7]=[CH:8][CH:9]=1. The catalyst class is: 675.